From a dataset of Catalyst prediction with 721,799 reactions and 888 catalyst types from USPTO. Predict which catalyst facilitates the given reaction. (1) Reactant: [CH3:1][C:2]1[C:3]([C:13]([NH:15][C:16]2[CH:21]=[CH:20][C:19]([C@@H:22]3[O:27][CH2:26][CH2:25][N:24](C(OC(C)(C)C)=O)[CH2:23]3)=[CH:18][CH:17]=2)=[O:14])=[N:4][N:5]([C:7]2[CH:12]=[CH:11][CH:10]=[CH:9][CH:8]=2)[N:6]=1.[ClH:35]. Product: [ClH:35].[CH3:1][C:2]1[C:3]([C:13]([NH:15][C:16]2[CH:21]=[CH:20][C:19]([C@@H:22]3[O:27][CH2:26][CH2:25][NH:24][CH2:23]3)=[CH:18][CH:17]=2)=[O:14])=[N:4][N:5]([C:7]2[CH:8]=[CH:9][CH:10]=[CH:11][CH:12]=2)[N:6]=1. The catalyst class is: 12. (2) Reactant: [Cl:1][C:2]1[N:11]=[C:10]([CH3:12])[C:9]2[NH:8][CH2:7][CH:6]3[CH2:13][O:14][CH2:15][CH2:16][N:5]3[C:4]=2[N:3]=1.[CH3:17][C:18]([CH3:21])([O-])[CH3:19].[Na+].BrCC1CC1. Product: [Cl:1][C:2]1[N:11]=[C:10]([CH3:12])[C:9]2[N:8]([CH2:17][CH:18]3[CH2:21][CH2:19]3)[CH2:7][CH:6]3[CH2:13][O:14][CH2:15][CH2:16][N:5]3[C:4]=2[N:3]=1. The catalyst class is: 16. (3) Product: [OH:5][CH2:6][C:7]1[CH:23]=[CH:22][CH:21]=[CH:20][C:8]=1[CH2:9][C:10]1[CH:19]=[CH:18][C:13]([C:14]([O:16][CH3:17])=[O:15])=[CH:12][CH:11]=1. Reactant: C([O:5][CH2:6][C:7]1[CH:23]=[CH:22][CH:21]=[CH:20][C:8]=1[CH2:9][C:10]1[CH:19]=[CH:18][C:13]([C:14]([O:16][CH3:17])=[O:15])=[CH:12][CH:11]=1)(C)(C)C.FC(F)(F)S(O[Si](C)(C)C)(=O)=O.C(=O)([O-])O.[Na+]. The catalyst class is: 4.